The task is: Predict the reaction yield, written as a fraction of the theoretical maximum amount of product (1.0 means a 100% yield; for example, 0.34 means a 34% yield).. This data is from Reaction yield outcomes from USPTO patents with 853,638 reactions. The reactants are [C:1]([O:5][C:6]([NH:8][O:9][CH2:10][C:11]([OH:13])=O)=[O:7])([CH3:4])([CH3:3])[CH3:2].C(Cl)CCl.C1C=CC2N(O)N=NC=2C=1.[NH2:28][CH2:29][CH2:30][O:31][CH2:32][CH2:33][O:34][CH2:35][CH2:36][N:37]1[C:41](=[O:42])[CH:40]=[CH:39][C:38]1=[O:43]. The catalyst is C(Cl)Cl.O. The product is [O:43]=[C:38]1[CH:39]=[CH:40][C:41](=[O:42])[N:37]1[CH2:36][CH2:35][O:34][CH2:33][CH2:32][O:31][CH2:30][CH2:29][NH:28][C:11](=[O:13])[CH2:10][O:9][NH:8][C:6](=[O:7])[O:5][C:1]([CH3:2])([CH3:3])[CH3:4]. The yield is 0.207.